This data is from Full USPTO retrosynthesis dataset with 1.9M reactions from patents (1976-2016). The task is: Predict the reactants needed to synthesize the given product. (1) Given the product [CH3:1][O:2][C:3]([C:5]1[N:6]=[C:7]2[N:18]([CH2:19][CH2:20][N:21]3[CH2:22][CH2:23][N:24]([CH2:40][O:41][CH3:42])[CH2:25][CH2:26]3)[C:17]3[CH:27]=[CH:28][CH:29]=[CH:30][C:16]=3[N:8]2[C:9](=[O:15])[C:10]=1[O:11][C:12](=[O:14])[CH3:13])=[O:4], predict the reactants needed to synthesize it. The reactants are: [CH3:1][O:2][C:3]([C:5]1[N:6]=[C:7]2[N:18]([CH2:19][CH2:20][N:21]3[CH2:26][CH2:25][NH:24][CH2:23][CH2:22]3)[C:17]3[CH:27]=[CH:28][CH:29]=[CH:30][C:16]=3[N:8]2[C:9](=[O:15])[C:10]=1[O:11][C:12](=[O:14])[CH3:13])=[O:4].C(N(C(C)C)CC)(C)C.[CH3:40][O:41][CH2:42]Cl. (2) Given the product [F:1][C:2]([C@@H:5]1[CH2:10][CH2:9][C@H:8]([OH:11])[CH2:7][CH2:6]1)([F:4])[CH3:3], predict the reactants needed to synthesize it. The reactants are: [F:1][C:2]([C@@H:5]1[CH2:10][CH2:9][C@H:8]([O:11]CC2C=CC=CC=2)[CH2:7][CH2:6]1)([F:4])[CH3:3].[H][H]. (3) Given the product [CH3:29][C:31]1[C:32]2[CH2:33][CH2:34][N:28]([CH:24]([CH2:25][CH2:26][CH3:27])[CH2:21][CH2:22][CH3:23])[C:36]=2[N:37]=[C:38]([C:15]2([CH3:19])[CH:14]=[C:13]([CH3:20])[C:12]([NH2:11])=[C:17]([CH3:18])[CH2:16]2)[N:35]=1, predict the reactants needed to synthesize it. The reactants are: ClC1C(CCCl)=CN=C([NH:11][C:12]2[C:17]([CH3:18])=[CH:16][C:15]([CH3:19])=[CH:14][C:13]=2[CH3:20])N=1.[CH2:21]([CH:24]([NH2:28])[CH2:25][CH2:26][CH3:27])[CH2:22][CH3:23].[CH2:29]([CH:31]([NH2:35])[CH2:32][CH2:33][CH3:34])C.[CH3:36][N:37]1CCC[C:38]1=O. (4) Given the product [C:7]1([N:13]2[CH2:18][CH2:17][N:16]([CH2:25][C:21]3[CH:20]=[N:19][CH:24]=[CH:23][CH:22]=3)[CH2:15][CH2:14]2)[CH:12]=[CH:11][CH:10]=[CH:9][CH:8]=1, predict the reactants needed to synthesize it. The reactants are: [BH4-].[Na+].C(O)(=O)C.[C:7]1([N:13]2[CH2:18][CH2:17][NH:16][CH2:15][CH2:14]2)[CH:12]=[CH:11][CH:10]=[CH:9][CH:8]=1.[N:19]1[CH:24]=[CH:23][CH:22]=[C:21]([CH:25]=O)[CH:20]=1. (5) Given the product [ClH:38].[ClH:38].[NH2:30][CH2:29][CH2:28][O:27][C:6]1[CH:7]=[CH:8][C:9]2[C:10]3[N:14]([CH2:15][CH:16]4[CH2:20][O:19][C:18]([CH3:22])([CH3:21])[O:17]4)[C:13]([CH2:23][O:24][CH2:25][CH3:26])=[N:12][C:11]=3[C:2]([NH2:1])=[N:3][C:4]=2[CH:5]=1, predict the reactants needed to synthesize it. The reactants are: [NH2:1][C:2]1[C:11]2[N:12]=[C:13]([CH2:23][O:24][CH2:25][CH3:26])[N:14]([CH2:15][CH:16]3[CH2:20][O:19][C:18]([CH3:22])([CH3:21])[O:17]3)[C:10]=2[C:9]2[CH:8]=[CH:7][C:6]([O:27][CH2:28][CH2:29][NH:30]C(=O)OC(C)(C)C)=[CH:5][C:4]=2[N:3]=1.[ClH:38]. (6) Given the product [Br:11][C:3]1[C:4]2=[N:5][CH:6]=[CH:7][C:8]([OH:10])=[C:9]2[S:1][CH:2]=1, predict the reactants needed to synthesize it. The reactants are: [S:1]1[C:9]2[C:4](=[N:5][CH:6]=[CH:7][C:8]=2[OH:10])[CH:3]=[CH:2]1.[Br:11]Br.[Br-].[K+].C(O)(=O)C. (7) Given the product [CH3:1][C:2]([CH3:9])([CH2:5][N:6]([CH3:8])[CH3:7])[CH:3]=[N:14][CH2:15][CH2:16][CH2:17][Si:18]([O:25][CH2:26][CH3:27])([O:19][CH2:20][CH3:21])[O:22][CH2:23][CH3:24], predict the reactants needed to synthesize it. The reactants are: [CH3:1][C:2]([CH3:9])([CH2:5][N:6]([CH3:8])[CH3:7])[CH:3]=O.CC(N)C.[NH2:14][CH2:15][CH2:16][CH2:17][Si:18]([O:25][CH2:26][CH3:27])([O:22][CH2:23][CH3:24])[O:19][CH2:20][CH3:21]. (8) Given the product [CH3:33][C:32]1[C:27]([CH2:26][N:17]([CH2:16][C:5]2[CH:6]=[CH:7][C:8]([CH2:10][NH:11][S:12]([CH3:15])(=[O:14])=[O:13])=[CH:9][C:4]=2[CH2:3][OH:2])[CH2:18][C:19]2[C:24]([CH3:25])=[CH:23][CH:22]=[CH:21][N:20]=2)=[N:28][CH:29]=[CH:30][CH:31]=1, predict the reactants needed to synthesize it. The reactants are: C[O:2][C:3](=O)[C:4]1[CH:9]=[C:8]([CH2:10][NH:11][S:12]([CH3:15])(=[O:14])=[O:13])[CH:7]=[CH:6][C:5]=1[CH2:16][N:17]([CH2:26][C:27]1[C:32]([CH3:33])=[CH:31][CH:30]=[CH:29][N:28]=1)[CH2:18][C:19]1[C:24]([CH3:25])=[CH:23][CH:22]=[CH:21][N:20]=1.[H-].[H-].[H-].[H-].[Li+].[Al+3].O. (9) Given the product [CH3:12][O:13][C:14]([C:16]1[CH:17]=[C:18]([CH3:40])[C:19]2[O:25][C:24]3[C:26]([Cl:36])=[CH:27][C:28]([N:30]4[CH2:31][CH2:32][N:33]([CH2:1][CH2:2][CH2:3][CH2:4][CH2:5][CH2:6][CH2:7][CH2:8][CH2:9][CH3:10])[CH2:34][CH2:35]4)=[CH:29][C:23]=3[CH2:22][S:21](=[O:37])(=[O:38])[C:20]=2[CH:39]=1)=[O:15], predict the reactants needed to synthesize it. The reactants are: [CH:1](=O)[CH2:2][CH2:3][CH2:4][CH2:5][CH2:6][CH2:7][CH2:8][CH2:9][CH3:10].[CH3:12][O:13][C:14]([C:16]1[CH:17]=[C:18]([CH3:40])[C:19]2[O:25][C:24]3[C:26]([Cl:36])=[CH:27][C:28]([N:30]4[CH2:35][CH2:34][NH:33][CH2:32][CH2:31]4)=[CH:29][C:23]=3[CH2:22][S:21](=[O:38])(=[O:37])[C:20]=2[CH:39]=1)=[O:15].C([BH3-])#N.[Na+].